From a dataset of Peptide-MHC class II binding affinity with 134,281 pairs from IEDB. Regression. Given a peptide amino acid sequence and an MHC pseudo amino acid sequence, predict their binding affinity value. This is MHC class II binding data. The peptide sequence is VVECKSSSEVVVQRL. The MHC is DRB1_0101 with pseudo-sequence DRB1_0101. The binding affinity (normalized) is 0.257.